This data is from Full USPTO retrosynthesis dataset with 1.9M reactions from patents (1976-2016). The task is: Predict the reactants needed to synthesize the given product. Given the product [Cl:1][C:2]1[CH:3]=[C:4]([C:9]2[S:10][CH:11]=[C:12]([C:15](=[N:19][NH:18][C:20]([C:22]3[S:26][C:25]([C:27]([O:29][CH3:30])=[O:28])=[CH:24][CH:23]=3)=[O:21])[CH3:17])[C:13]=2[OH:14])[CH:5]=[CH:6][C:7]=1[Cl:8], predict the reactants needed to synthesize it. The reactants are: [Cl:1][C:2]1[CH:3]=[C:4]([C:9]2[S:10][CH:11]=[C:12]([C:15]([CH3:17])=O)[C:13]=2[OH:14])[CH:5]=[CH:6][C:7]=1[Cl:8].[NH:18]([C:20]([C:22]1[S:26][C:25]([C:27]([O:29][CH3:30])=[O:28])=[CH:24][CH:23]=1)=[O:21])[NH2:19].O.S(C1C=CC(C)=CC=1)(O)(=O)=O.